From a dataset of Catalyst prediction with 721,799 reactions and 888 catalyst types from USPTO. Predict which catalyst facilitates the given reaction. (1) Reactant: [Cl:1][C:2]1[CH:7]=[CH:6][C:5]([CH:8]2[CH2:13][CH2:12][CH:11]([C:14]([OH:16])=[O:15])[CH2:10][CH2:9]2)=[CH:4][CH:3]=1.[CH3:17]O. Product: [Cl:1][C:2]1[CH:3]=[CH:4][C:5]([CH:8]2[CH2:9][CH2:10][CH:11]([C:14]([O:16][CH3:17])=[O:15])[CH2:12][CH2:13]2)=[CH:6][CH:7]=1. The catalyst class is: 65. (2) Reactant: [N:1]1([CH2:7][C:8]2[CH:9]=[C:10]3[C:15](=[CH:16][CH:17]=2)[C@H:14]([NH2:18])[CH2:13][CH2:12][CH2:11]3)[CH2:6][CH2:5][CH2:4][CH2:3][CH2:2]1.C[Al](C)C.[CH:23]1[C:32]2[C:27](=[CH:28][CH:29]=[CH:30][CH:31]=2)[CH:26]=[CH:25][C:24]=1[S:33]([CH2:36][CH:37]1[CH2:41][O:40][C:39](=[O:42])[CH2:38]1)(=[O:35])=[O:34]. Product: [OH:40][CH2:41][C@H:37]([CH2:36][S:33]([C:24]1[CH:25]=[CH:26][C:27]2[C:32](=[CH:31][CH:30]=[CH:29][CH:28]=2)[CH:23]=1)(=[O:35])=[O:34])[CH2:38][C:39]([NH:18][CH:14]1[C:15]2[C:10](=[CH:9][C:8]([CH2:7][N:1]3[CH2:2][CH2:3][CH2:4][CH2:5][CH2:6]3)=[CH:17][CH:16]=2)[CH2:11][CH2:12][CH2:13]1)=[O:42]. The catalyst class is: 2. (3) Reactant: C(N(CC)CC)C.[B-](F)(F)(F)F.CN(C(ON1C(=O)CCC1=O)=[N+](C)C)C.[CH3:28][O:29][C:30]1[CH:35]=[CH:34][C:33]([C:36]2[CH:41]=[CH:40][N:39]=[C:38]3[NH:42][C:43]([C:45]4[CH:53]=[CH:52][C:48]([C:49](O)=[O:50])=[CH:47][CH:46]=4)=[N:44][C:37]=23)=[CH:32][CH:31]=1.[CH3:54][N:55]([CH3:61])[CH:56]1[CH2:60][CH2:59][NH:58][CH2:57]1. Product: [CH3:28][O:29][C:30]1[CH:35]=[CH:34][C:33]([C:36]2[CH:41]=[CH:40][N:39]=[C:38]3[NH:42][C:43]([C:45]4[CH:46]=[CH:47][C:48]([C:49]([N:58]5[CH2:59][CH2:60][CH:56]([N:55]([CH3:61])[CH3:54])[CH2:57]5)=[O:50])=[CH:52][CH:53]=4)=[N:44][C:37]=23)=[CH:32][CH:31]=1. The catalyst class is: 3. (4) Reactant: [F:1][C:2]([F:11])([F:10])[CH:3]1[CH2:8][CH2:7][CH:6]([OH:9])[CH2:5][CH2:4]1.CC(OI1(OC(C)=O)(OC(C)=O)OC(=O)C2C=CC=CC1=2)=O. Product: [F:1][C:2]([F:10])([F:11])[CH:3]1[CH2:8][CH2:7][C:6](=[O:9])[CH2:5][CH2:4]1. The catalyst class is: 2.